From a dataset of Full USPTO retrosynthesis dataset with 1.9M reactions from patents (1976-2016). Predict the reactants needed to synthesize the given product. (1) Given the product [F:1][C:2]1[CH:10]=[C:9]([N:11]2[C:15]3[CH2:16][CH2:17][O:18][CH2:19][C:14]=3[C:13]([C:20]([F:23])([F:22])[F:21])=[N:12]2)[CH:8]=[CH:7][C:3]=1[C:4]([N:25]1[CH2:28][CH:27]([OH:29])[CH2:26]1)=[O:5], predict the reactants needed to synthesize it. The reactants are: [F:1][C:2]1[CH:10]=[C:9]([N:11]2[C:15]3[CH2:16][CH2:17][O:18][CH2:19][C:14]=3[C:13]([C:20]([F:23])([F:22])[F:21])=[N:12]2)[CH:8]=[CH:7][C:3]=1[C:4](O)=[O:5].Cl.[NH:25]1[CH2:28][CH:27]([OH:29])[CH2:26]1.C(N(CC)C(C)C)(C)C.CN(C(ON1N=NC2C=CC=NC1=2)=[N+](C)C)C.F[P-](F)(F)(F)(F)F. (2) Given the product [Br:14][C:15]1[CH:20]=[CH:19][C:18]([O:8][CH:4]([CH:5]([CH3:7])[CH3:6])[CH:2]([CH3:3])[CH3:1])=[C:17]([N+:22]([O-:24])=[O:23])[CH:16]=1, predict the reactants needed to synthesize it. The reactants are: [CH3:1][CH:2]([CH:4]([OH:8])[CH:5]([CH3:7])[CH3:6])[CH3:3].[Li]CCCC.[Br:14][C:15]1[CH:20]=[CH:19][C:18](F)=[C:17]([N+:22]([O-:24])=[O:23])[CH:16]=1.